From a dataset of Catalyst prediction with 721,799 reactions and 888 catalyst types from USPTO. Predict which catalyst facilitates the given reaction. (1) Reactant: CN(OC)[C:3](=[O:15])[C:4]1[CH:9]=[CH:8][CH:7]=[CH:6][C:5]=1[C:10]#[C:11][CH2:12][O:13][CH3:14].[CH2:18]([Mg]Cl)[C:19]1[CH:24]=[CH:23][CH:22]=[CH:21][CH:20]=1. Product: [CH3:14][O:13][CH2:12][C:11]#[C:10][C:5]1[CH:6]=[CH:7][CH:8]=[CH:9][C:4]=1[C:3](=[O:15])[CH2:18][C:19]1[CH:24]=[CH:23][CH:22]=[CH:21][CH:20]=1. The catalyst class is: 1. (2) Reactant: Cl[C:2]([O:4][CH3:5])=[O:3].[Br:6][C:7]1[CH:12]=[CH:11][C:10]([CH2:13][NH2:14])=[C:9]([F:15])[CH:8]=1.C(N(CC)CC)C. Product: [Br:6][C:7]1[CH:12]=[CH:11][C:10]([CH2:13][NH:14][C:2](=[O:3])[O:4][CH3:5])=[C:9]([F:15])[CH:8]=1. The catalyst class is: 2. (3) Reactant: [OH-].[K+].C(=O)([O-])[O-].[K+].[K+].[Cl:9][C:10]1[CH:15]=[CH:14][N:13]=[C:12]2[N:16]([S:32]([C:35]3[CH:40]=[CH:39][C:38]([CH3:41])=[CH:37][CH:36]=3)(=[O:34])=[O:33])[C:17]([C:19]3[C:27]4[C:22](=[CH:23][C:24]([O:30][CH3:31])=[C:25]([O:28][CH3:29])[CH:26]=4)[NH:21][CH:20]=3)=[CH:18][C:11]=12.[Cl:42][CH2:43][CH2:44]Cl. Product: [Cl:9][C:10]1[CH:15]=[CH:14][N:13]=[C:12]2[N:16]([S:32]([C:35]3[CH:40]=[CH:39][C:38]([CH3:41])=[CH:37][CH:36]=3)(=[O:34])=[O:33])[C:17]([C:19]3[C:27]4[C:22](=[CH:23][C:24]([O:30][CH3:31])=[C:25]([O:28][CH3:29])[CH:26]=4)[N:21]([CH2:44][CH2:43][Cl:42])[CH:20]=3)=[CH:18][C:11]=12. The catalyst class is: 689. (4) Reactant: BrC[C:3]1[CH:8]=[CH:7][CH:6]=[CH:5][C:4]=1[CH:9]([CH2:11][CH2:12][CH2:13][CH2:14][CH2:15][CH2:16][CH2:17][CH2:18][CH2:19][CH2:20]C)[CH3:10].[C:22]([O-:25])(=[O:24])[CH3:23].[Na+].[C:27](O)(=O)C. Product: [C:22]([O:25][CH2:27][C:7]1[CH:8]=[CH:3][C:4]([CH:9]([CH2:11][CH2:12][CH2:13][CH2:14][CH2:15][CH2:16][CH2:17][CH2:18][CH2:19][CH3:20])[CH3:10])=[CH:5][CH:6]=1)(=[O:24])[CH3:23]. The catalyst class is: 6.